Dataset: Catalyst prediction with 721,799 reactions and 888 catalyst types from USPTO. Task: Predict which catalyst facilitates the given reaction. (1) Reactant: [C:1]([C:3]1[CH:4]=[C:5]2[C:10](=[CH:11][C:12]=1[O:13][C:14]1[CH:22]=[CH:21][C:17]([C:18]([OH:20])=O)=[CH:16][CH:15]=1)[O:9][CH2:8][CH2:7][CH:6]2[C:23]([O:25][CH3:26])=[O:24])#[N:2].C(Cl)(=O)C(Cl)=O.[NH2:33][C:34]1[S:35][C:36]([C:39]2[CH:44]=[CH:43][CH:42]=[CH:41][CH:40]=2)=[N:37][N:38]=1.CCN(C(C)C)C(C)C. Product: [C:1]([C:3]1[CH:4]=[C:5]2[C:10](=[CH:11][C:12]=1[O:13][C:14]1[CH:15]=[CH:16][C:17]([C:18](=[O:20])[NH:33][C:34]3[S:35][C:36]([C:39]4[CH:44]=[CH:43][CH:42]=[CH:41][CH:40]=4)=[N:37][N:38]=3)=[CH:21][CH:22]=1)[O:9][CH2:8][CH2:7][CH:6]2[C:23]([O:25][CH3:26])=[O:24])#[N:2]. The catalyst class is: 59. (2) Reactant: [N:1]1(C(OC(C)(C)C)=O)[CH2:6][CH2:5][O:4][C@@H:3]2[CH2:7][N:8]([C:11]([O:13][CH2:14][C:15]3[CH:20]=[CH:19][CH:18]=[CH:17][CH:16]=3)=[O:12])[CH2:9][CH2:10][C@@H:2]12.[C:28]([OH:34])([C:30]([F:33])([F:32])[F:31])=[O:29]. Product: [NH:1]1[CH2:6][CH2:5][O:4][C@@H:3]2[CH2:7][N:8]([C:11]([O:13][CH2:14][C:15]3[CH:20]=[CH:19][CH:18]=[CH:17][CH:16]=3)=[O:12])[CH2:9][CH2:10][C@@H:2]12.[C:28]([OH:34])([C:30]([F:33])([F:32])[F:31])=[O:29]. The catalyst class is: 2.